From a dataset of Reaction yield outcomes from USPTO patents with 853,638 reactions. Predict the reaction yield, written as a fraction of the theoretical maximum amount of product (1.0 means a 100% yield; for example, 0.34 means a 34% yield). (1) The product is [Cl-:15].[CH:4](=[N+:2]([CH3:3])[CH3:1])[C:5]1[CH:10]=[CH:9][CH:8]=[CH:7][CH:6]=1. The reactants are [CH3:1][NH:2][CH3:3].[CH:4](=O)[C:5]1[CH:10]=[CH:9][CH:8]=[CH:7][CH:6]=1.C([Cl:15])(=O)C. The yield is 0.707. No catalyst specified. (2) The reactants are C1(P(C2C=CC=CC=2)C2C=CC=CC=2)C=CC=CC=1.[C:20]([O:24][C:25](=[O:42])[C@@H:26]([N:28]([C:31](=[O:41])[C:32]1[CH:37]=[CH:36][CH:35]=[CH:34][C:33]=1[N:38]=[N+]=[N-])[CH:29]=O)[CH3:27])([CH3:23])([CH3:22])[CH3:21]. The catalyst is C1(C)C(C)=CC=CC=1. The product is [C:20]([O:24][C:25](=[O:42])[C@@H:26]([N:28]1[C:31](=[O:41])[C:32]2[C:33](=[CH:34][CH:35]=[CH:36][CH:37]=2)[N:38]=[CH:29]1)[CH3:27])([CH3:23])([CH3:22])[CH3:21]. The yield is 0.750. (3) The yield is 0.600. The reactants are C([N:20]1[CH:24]=[C:23]([C:25]2[CH:40]=[CH:39][CH:38]=[CH:37][C:26]=2[O:27][CH2:28][C:29]2[CH:36]=[CH:35][C:32]([C:33]#[N:34])=[CH:31][CH:30]=2)[N:22]=[CH:21]1)(C1C=CC=CC=1)(C1C=CC=CC=1)C1C=CC=CC=1.C([O-])([O-])=[O:42].[K+].[K+].OO.[OH-].[Na+]. The catalyst is CN(C=O)C.O.C(O)(=O)C.CO. The product is [NH:20]1[CH:24]=[C:23]([C:25]2[CH:40]=[CH:39][CH:38]=[CH:37][C:26]=2[O:27][CH2:28][C:29]2[CH:36]=[CH:35][C:32]([C:33]([NH2:34])=[O:42])=[CH:31][CH:30]=2)[N:22]=[CH:21]1. (4) The reactants are [CH3:1][O:2][C:3]1[CH:4]=[C:5]([CH:15]=O)[C:6]2[C:11]([C:12]=1[O:13][CH3:14])=[CH:10][CH:9]=[CH:8][CH:7]=2.[CH2:17]([NH2:21])[CH2:18][CH2:19][CH3:20]. The catalyst is CCO.O=[Pt]=O. The product is [CH2:17]([NH:21][CH2:15][C:5]1[C:6]2[C:11](=[CH:10][CH:9]=[CH:8][CH:7]=2)[C:12]([O:13][CH3:14])=[C:3]([O:2][CH3:1])[CH:4]=1)[CH2:18][CH2:19][CH3:20]. The yield is 0.870.